This data is from Forward reaction prediction with 1.9M reactions from USPTO patents (1976-2016). The task is: Predict the product of the given reaction. (1) Given the reactants [C:1]1([CH2:7][O:8][C:9]([N:11]2[CH2:16][CH2:15][C:14]([F:35])([C:17]3[CH:22]=[CH:21][C:20]([NH:23][C:24](OCC4C=CC=CC=4)=O)=[CH:19][C:18]=3[F:34])[CH2:13][CH2:12]2)=[O:10])[CH:6]=[CH:5][CH:4]=[CH:3][CH:2]=1.C([Li])CCC.[C:41]([O:46][CH2:47][C@@H:48]1[O:50]C1)(=[O:45])CCC, predict the reaction product. The product is: [C:1]1([CH2:7][O:8][C:9]([N:11]2[CH2:16][CH2:15][C:14]([F:35])([C:17]3[CH:22]=[CH:21][C:20]([N:23]4[CH2:24][C@H:47]([CH2:48][OH:50])[O:46][C:41]4=[O:45])=[CH:19][C:18]=3[F:34])[CH2:13][CH2:12]2)=[O:10])[CH:2]=[CH:3][CH:4]=[CH:5][CH:6]=1. (2) Given the reactants Cl[C:2]1[CH:7]=[CH:6][N:5]=[C:4]([O:8]C)[N:3]=1.[F:10][C:11]([F:22])([F:21])[C:12]1[CH:17]=[CH:16][C:15](B(O)O)=[CH:14][CH:13]=1.C([O-])([O-])=O.[K+].[K+].C([O-])(O)=O.[Na+], predict the reaction product. The product is: [F:10][C:11]([F:22])([F:21])[C:12]1[CH:17]=[CH:16][C:15]([C:2]2[CH:7]=[CH:6][NH:5][C:4](=[O:8])[N:3]=2)=[CH:14][CH:13]=1.